Dataset: Full USPTO retrosynthesis dataset with 1.9M reactions from patents (1976-2016). Task: Predict the reactants needed to synthesize the given product. (1) Given the product [Br:20][CH2:16][C:13]1[CH:12]=[CH:11][C:10]([CH:4]([CH:3]([CH3:17])[C:2]([F:18])([F:19])[F:1])[C:5]([O:7][CH2:8][CH3:9])=[O:6])=[CH:15][CH:14]=1, predict the reactants needed to synthesize it. The reactants are: [F:1][C:2]([F:19])([F:18])[CH:3]([CH3:17])[CH:4]([C:10]1[CH:15]=[CH:14][C:13]([CH3:16])=[CH:12][CH:11]=1)[C:5]([O:7][CH2:8][CH3:9])=[O:6].[Br:20]N1C(=O)CCC1=O.N(C(C)(C)C#N)=NC(C)(C)C#N. (2) Given the product [Br:3][C:4]1[CH:13]=[CH:12][C:7]([C:8]([OH:10])=[O:9])=[CH:6][C:5]=1[C:14]([O:16][CH3:17])=[O:15], predict the reactants needed to synthesize it. The reactants are: [OH-].[Na+].[Br:3][C:4]1[CH:13]=[CH:12][C:7]([C:8]([O:10]C)=[O:9])=[CH:6][C:5]=1[C:14]([O:16][CH3:17])=[O:15]. (3) The reactants are: [C:9](O[C:9]([O:11][C:12]([CH3:15])(C)C)=[O:10])([O:11][C:12](C)(C)[CH3:15])=[O:10].[NH2:16][C@H:17]1[CH2:22][CH2:21][C@H:20]([NH:23][C:24]2[CH:25]=[C:26]([NH:50][CH:51]3[CH2:53][CH2:52]3)[C:27]3[N:28]([C:30]([C:33]([NH:35][C:36]4[CH:41]=[C:40]([O:42]CC5C=CC=CC=5)[N:39]=[CH:38][N:37]=4)=[O:34])=[CH:31][N:32]=3)[N:29]=2)[CH2:19][CH2:18]1.[CH3:54][O:55]CCO.C(O)(C(F)(F)F)=O. Given the product [CH:51]1([NH:50][C:26]2[C:27]3[N:28]([C:30]([C:33](=[O:34])[NH:35][C:36]4[CH:41]=[C:40]([OH:42])[N:39]=[CH:38][N:37]=4)=[CH:31][N:32]=3)[N:29]=[C:24]([NH:23][C@H:20]3[CH2:21][CH2:22][C@H:17]([NH:16][C:9](=[O:10])[O:11][CH2:12][CH2:15][O:55][CH3:54])[CH2:18][CH2:19]3)[CH:25]=2)[CH2:52][CH2:53]1, predict the reactants needed to synthesize it. (4) The reactants are: [Cl:1][C:2]1[CH:3]=[C:4]([CH:6]=[CH:7][C:8]=1[Cl:9])[NH2:5].[CH:10](=O)[CH2:11][CH2:12][CH3:13]. Given the product [CH2:10]([NH:5][C:4]1[CH:6]=[CH:7][C:8]([Cl:9])=[C:2]([Cl:1])[CH:3]=1)[CH2:11][CH2:12][CH3:13], predict the reactants needed to synthesize it.